This data is from NCI-60 drug combinations with 297,098 pairs across 59 cell lines. The task is: Regression. Given two drug SMILES strings and cell line genomic features, predict the synergy score measuring deviation from expected non-interaction effect. Drug 1: C1CCC(C(C1)N)N.C(=O)(C(=O)[O-])[O-].[Pt+4]. Synergy scores: CSS=34.2, Synergy_ZIP=-9.92, Synergy_Bliss=-11.2, Synergy_Loewe=-9.12, Synergy_HSA=-7.17. Drug 2: CC1C(C(CC(O1)OC2CC(CC3=C2C(=C4C(=C3O)C(=O)C5=C(C4=O)C(=CC=C5)OC)O)(C(=O)CO)O)N)O.Cl. Cell line: HCT-15.